This data is from hERG Central: cardiac toxicity at 1µM, 10µM, and general inhibition. The task is: Predict hERG channel inhibition at various concentrations. (1) The drug is Cn1cc(CN2CCC(CO)(CCCc3ccccc3)CC2)c(-c2ccccc2)n1. Results: hERG_inhib (hERG inhibition (general)): blocker. (2) The molecule is COCCCNCCCOc1ccc(Cl)cc1C(C)(C)C. Results: hERG_inhib (hERG inhibition (general)): blocker. (3) Results: hERG_inhib (hERG inhibition (general)): blocker. The molecule is CN(CC(=O)NCCC1=CCCCC1)S(=O)(=O)c1ccc2c(c1)c(=O)n(C)c(=O)n2C. (4) The drug is COCCn1c(SCCCC(=O)c2ccc(Br)cc2)nnc1-c1ccncc1. Results: hERG_inhib (hERG inhibition (general)): blocker. (5) The molecule is O=C1CC2(CCN(C(=O)c3ccccc3[N+](=O)[O-])CC2)Oc2ccccc21. Results: hERG_inhib (hERG inhibition (general)): blocker. (6) The drug is O=C(CSc1ccc(Cl)cc1)N1CCC(c2nc3ccccc3s2)CC1. Results: hERG_inhib (hERG inhibition (general)): blocker. (7) The molecule is C=CCn1cccc(C(=O)Nc2ccc(C)c(C)c2)c1=O. Results: hERG_inhib (hERG inhibition (general)): blocker.